Dataset: Forward reaction prediction with 1.9M reactions from USPTO patents (1976-2016). Task: Predict the product of the given reaction. (1) Given the reactants [C:1]([OH:24])(=[O:23])[CH:2]=[CH:3][CH:4]=[CH:5][CH:6]=[CH:7][CH:8]=[CH:9][CH:10]=[CH:11][CH:12]=[CH:13][CH2:14][CH2:15][CH2:16][CH2:17][CH2:18][CH2:19][CH2:20][CH2:21][CH3:22].[CH3:25][CH2:26][C@@H:27]([CH:52]([CH3:54])[CH3:53])/[CH:28]=[CH:29]/[C@H:30]([C@@H:32]1[C@@:36]2([CH3:51])[CH2:37][CH2:38][C@@H:39]3[C@@:44]4([CH3:50])[CH2:45][CH2:46][C@H:47]([OH:49])[CH2:48][C:43]4=[CH:42][CH2:41][C@H:40]3[C@@H:35]2[CH2:34][CH2:33]1)[CH3:31].CN(C1C=CC=CN=1)C.C1(N=C=NC2CCCCC2)CCCCC1, predict the reaction product. The product is: [CH3:25][CH2:26][C@@H:27]([CH:52]([CH3:53])[CH3:54])/[CH:28]=[CH:29]/[C@H:30]([C@@H:32]1[C@@:36]2([CH3:51])[CH2:37][CH2:38][C@@H:39]3[C@@:44]4([CH3:50])[CH2:45][CH2:46][C@H:47]([OH:49])[CH2:48][C:43]4=[CH:42][CH2:41][C@H:40]3[C@@H:35]2[CH2:34][CH2:33]1)[CH3:31].[C:1]([O-:24])(=[O:23])[CH:2]=[CH:3][CH:4]=[CH:5][CH:6]=[CH:7][CH:8]=[CH:9][CH:10]=[CH:11][CH:12]=[CH:13][CH2:14][CH2:15][CH2:16][CH2:17][CH2:18][CH2:19][CH2:20][CH2:21][CH3:22]. (2) Given the reactants [NH2:1][C:2]1[CH:3]=[N:4][CH:5]=[CH:6][C:7]=1[C@@H:8]1[CH2:13][C@H:12]([CH3:14])[CH2:11][C@H:10]([NH:15][C:16](=[O:22])[O:17][C:18]([CH3:21])([CH3:20])[CH3:19])[CH2:9]1.[Br:23][C:24]1[N:29]=[C:28]([C:30](O)=[O:31])[CH:27]=[CH:26][C:25]=1[F:33], predict the reaction product. The product is: [Br:23][C:24]1[N:29]=[C:28]([C:30]([NH:1][C:2]2[CH:3]=[N:4][CH:5]=[CH:6][C:7]=2[C@@H:8]2[CH2:13][C@H:12]([CH3:14])[CH2:11][C@H:10]([NH:15][C:16](=[O:22])[O:17][C:18]([CH3:21])([CH3:20])[CH3:19])[CH2:9]2)=[O:31])[CH:27]=[CH:26][C:25]=1[F:33]. (3) The product is: [CH3:25][C:2]([CH3:1])([CH3:26])[C:3](=[O:24])[CH2:4][O:5][C:6]([C:8]1([C:14]([O:16][CH2:17][C:18]2[CH:19]=[CH:20][CH:21]=[CH:22][CH:23]=2)=[O:15])[CH2:13][CH2:12][N:44]([CH2:43][C:42]2[CH:51]=[CH:52][C:39]([C:36]3[N:35]=[C:34]([C:32]4[CH:31]=[CH:30][C:29]([C:53]5[CH:58]=[CH:57][CH:56]=[CH:55][CH:54]=5)=[C:28]([F:27])[CH:33]=4)[O:38][N:37]=3)=[CH:40][CH:41]=2)[CH2:48][CH2:9]1)=[O:7]. Given the reactants [CH3:1][C:2]([CH3:26])([CH3:25])[C:3](=[O:24])[CH2:4][O:5][C:6]([C:8]1([C:14]([O:16][CH2:17][C:18]2[CH:23]=[CH:22][CH:21]=[CH:20][CH:19]=2)=[O:15])[CH2:13][CH2:12]CN[CH2:9]1)=[O:7].[F:27][C:28]1[CH:33]=[C:32]([C:34]2[O:38][N:37]=[C:36]([C:39]3[CH:52]=[CH:51][C:42]([CH2:43][N:44]([CH2:48]CO)CCO)=[CH:41][CH:40]=3)[N:35]=2)[CH:31]=[CH:30][C:29]=1[C:53]1[CH:58]=[CH:57][CH:56]=[CH:55][CH:54]=1.N(CCO)CCO, predict the reaction product.